This data is from Reaction yield outcomes from USPTO patents with 853,638 reactions. The task is: Predict the reaction yield, written as a fraction of the theoretical maximum amount of product (1.0 means a 100% yield; for example, 0.34 means a 34% yield). (1) The reactants are [S:1]1[CH:5]=[CH:4][C:3]2[C:6](=O)[CH2:7][CH2:8][C:2]1=2.[F:10][C:11]1[CH:16]=[CH:15][CH:14]=[C:13]([N:17]=[C:18]=S)[CH:12]=1.C[Si](C)(C)[Si](C)(C)C.[Li].O.[NH2:30][NH2:31]. The catalyst is C1COCC1.O.C(O)(=O)C. The product is [S:1]1[CH:5]=[CH:4][C:3]2[C:6]3[NH:30][N:31]=[C:18]([NH:17][C:13]4[CH:14]=[CH:15][CH:16]=[C:11]([F:10])[CH:12]=4)[C:7]=3[CH2:8][C:2]1=2. The yield is 0.330. (2) The reactants are [C:9](O[C:9]([O:11][C:12]([CH3:15])([CH3:14])[CH3:13])=[O:10])([O:11][C:12]([CH3:15])([CH3:14])[CH3:13])=[O:10].[F:16][C:17]([F:25])([F:24])[CH:18]1[CH2:23][NH:22][CH2:21][CH2:20][NH:19]1. The catalyst is ClCCl. The product is [F:16][C:17]([F:25])([F:24])[CH:18]1[NH:19][CH2:20][CH2:21][N:22]([C:9]([O:11][C:12]([CH3:13])([CH3:14])[CH3:15])=[O:10])[CH2:23]1. The yield is 0.280. (3) The reactants are [CH3:1][N:2]1[CH:6]=[C:5]([C:7]2[S:8][CH:9]=[C:10]([C:12]([OH:14])=O)[N:11]=2)[CH:4]=[N:3]1.[NH2:15][C@H:16]([CH3:32])[CH2:17][N:18]1[CH:22]=[CH:21][C:20]([C:23]2[CH:30]=[CH:29][C:26]([C:27]#[N:28])=[C:25]([Cl:31])[CH:24]=2)=[N:19]1. No catalyst specified. The product is [Cl:31][C:25]1[CH:24]=[C:23]([C:20]2[CH:21]=[CH:22][N:18]([CH2:17][C@H:16]([NH:15][C:12]([C:10]3[N:11]=[C:7]([C:5]4[CH:4]=[N:3][N:2]([CH3:1])[CH:6]=4)[S:8][CH:9]=3)=[O:14])[CH3:32])[N:19]=2)[CH:30]=[CH:29][C:26]=1[C:27]#[N:28]. The yield is 0.760. (4) The reactants are [Cl:1][C:2]1[CH:3]=[CH:4][C:5]([N+:19]([O-])=O)=[C:6]([CH:18]=1)[O:7][C:8]1[CH:17]=[CH:16][CH:15]=[CH:14][C:9]=1[C:10]([O:12][CH3:13])=[O:11].O.O.Cl[Sn]Cl.O.C(=O)(O)[O-]. The catalyst is C(O)C.C(OCC)(=O)C. The product is [NH2:19][C:5]1[CH:4]=[CH:3][C:2]([Cl:1])=[CH:18][C:6]=1[O:7][C:8]1[CH:17]=[CH:16][CH:15]=[CH:14][C:9]=1[C:10]([O:12][CH3:13])=[O:11]. The yield is 0.510. (5) The reactants are [NH2:1][C:2]1[N:3]=[CH:4][C:5]2[C:10]([CH:11]=1)=[CH:9][CH:8]=[C:7]([C:12]1[C:13]([F:26])=[C:14]([NH:19][S:20]([CH2:23][CH2:24][CH3:25])(=[O:22])=[O:21])[CH:15]=[CH:16][C:17]=1[F:18])[CH:6]=2.O=[CH:28][C@@H:29]([NH:31][C:32](=[O:35])[O:33][CH3:34])[CH3:30].[BH3-]C#N.[Na+]. The catalyst is CO.C(O)(=O)C. The product is [CH3:34][O:33][C:32](=[O:35])[NH:31][C@@H:29]([CH3:30])[CH2:28][NH:1][C:2]1[N:3]=[CH:4][C:5]2[C:10]([CH:11]=1)=[CH:9][CH:8]=[C:7]([C:12]1[C:17]([F:18])=[CH:16][CH:15]=[C:14]([NH:19][S:20]([CH2:23][CH2:24][CH3:25])(=[O:22])=[O:21])[C:13]=1[F:26])[CH:6]=2. The yield is 0.420. (6) The reactants are [F:1][C:2]([F:34])([F:33])[C:3]1[CH:4]=[C:5]([C:13]([N:15]2[CH2:20][CH2:19][C@H:18]([N:21]3[CH2:26][CH2:25][NH:24][CH2:23][CH2:22]3)[C@H:17]([C:27]3[CH:32]=[CH:31][CH:30]=[CH:29][CH:28]=3)[CH2:16]2)=[O:14])[CH:6]=[C:7]([C:9]([F:12])([F:11])[F:10])[CH:8]=1.C(N(CC)CC)C.[C:42](Cl)(=[O:44])[CH3:43]. The catalyst is C(Cl)Cl. The product is [F:34][C:2]([F:33])([F:1])[C:3]1[CH:4]=[C:5]([CH:6]=[C:7]([C:9]([F:10])([F:11])[F:12])[CH:8]=1)[C:13]([N:15]1[CH2:20][CH2:19][C@H:18]([N:21]2[CH2:26][CH2:25][N:24]([C:42](=[O:44])[CH3:43])[CH2:23][CH2:22]2)[C@H:17]([C:27]2[CH:32]=[CH:31][CH:30]=[CH:29][CH:28]=2)[CH2:16]1)=[O:14]. The yield is 0.560. (7) The reactants are [CH2:1]([O:8][C:9]1[CH:36]=[CH:35][C:12]2[NH:13][C:14]([C:19]3[C:20](=[O:34])[N:21]([N:30]=[CH:31][CH2:32][CH3:33])[C:22]4[C:27]([C:28]=3[OH:29])=[CH:26][CH:25]=[CH:24][CH:23]=4)=[N:15][S:16](=[O:18])(=[O:17])[C:11]=2[CH:10]=1)[C:2]1[CH:7]=[CH:6][CH:5]=[CH:4][CH:3]=1.CO.[BH4-].[Li+]. The catalyst is O1CCCC1.Cl. The product is [CH2:1]([O:8][C:9]1[CH:36]=[CH:35][C:12]2[NH:13][C:14]([C:19]3[C:20](=[O:34])[N:21]([NH:30][CH2:31][CH2:32][CH3:33])[C:22]4[C:27]([C:28]=3[OH:29])=[CH:26][CH:25]=[CH:24][CH:23]=4)=[N:15][S:16](=[O:18])(=[O:17])[C:11]=2[CH:10]=1)[C:2]1[CH:3]=[CH:4][CH:5]=[CH:6][CH:7]=1. The yield is 0.440.